Predict the product of the given reaction. From a dataset of Forward reaction prediction with 1.9M reactions from USPTO patents (1976-2016). (1) Given the reactants [BH4-].[Na+].[NH2:3][C@H:4]([C:7]([OH:9])=[O:8])[CH2:5][SeH:6].Cl.[C:11]([NH:14][CH2:15]O)(=[O:13])[CH3:12].C([O-])([O-])=O.[K+].[K+].[C:23](O[C:23]([O:25][C:26]([CH3:29])([CH3:28])[CH3:27])=[O:24])([O:25][C:26]([CH3:29])([CH3:28])[CH3:27])=[O:24], predict the reaction product. The product is: [C:26]([O:25][C:23]([N:3]([CH2:15][NH:14][C:11](=[O:13])[CH3:12])[C@H:4]([C:7]([OH:9])=[O:8])[CH2:5][SeH:6])=[O:24])([CH3:29])([CH3:28])[CH3:27]. (2) Given the reactants CC1C=CC(S(O[C:12]2[N:13]=[C:14]3[CH2:21][CH2:20][C@@H:19]([C:22]([O:24][CH2:25][CH3:26])=[O:23])[N:15]3[C:16](=[O:18])[CH:17]=2)(=O)=O)=CC=1.[Cl:27][C:28]1[CH:34]=[CH:33][C:31]([NH2:32])=[C:30](B2OC(C)(C)C(C)(C)O2)[CH:29]=1.C1(P(C2C=CC=CC=2)C2C=CC=CC=2)C=CC=CC=1.C(=O)([O-])[O-].[Na+].[Na+], predict the reaction product. The product is: [NH2:32][C:31]1[CH:33]=[CH:34][C:28]([Cl:27])=[CH:29][C:30]=1[C:12]1[N:13]=[C:14]2[CH2:21][CH2:20][C@@H:19]([C:22]([O:24][CH2:25][CH3:26])=[O:23])[N:15]2[C:16](=[O:18])[CH:17]=1. (3) The product is: [Cl:17][C:18]1[CH:19]=[C:20]([CH:28]=[CH:29][C:30]=1[Cl:31])[CH2:21][N:22]([CH3:27])[CH2:23][CH2:24][CH2:25][NH:26][C:13](=[O:15])[CH2:12][S:11][C:3]1[N:2]([CH3:1])[C:6]2[CH:7]=[CH:8][CH:9]=[CH:10][C:5]=2[N:4]=1. Given the reactants [CH3:1][N:2]1[C:6]2[CH:7]=[CH:8][CH:9]=[CH:10][C:5]=2[N:4]=[C:3]1[S:11][CH2:12][C:13]([O:15]C)=O.[Cl:17][C:18]1[CH:19]=[C:20]([CH:28]=[CH:29][C:30]=1[Cl:31])[CH2:21][N:22]([CH3:27])[CH2:23][CH2:24][CH2:25][NH2:26], predict the reaction product. (4) Given the reactants O=[C:2]1[CH2:6][S:5][CH2:4][CH:3]1[C:7]([O:9]C)=O.[Cl:11][C:12]1[S:16][C:15]([C:17](=[NH:19])[NH2:18])=[CH:14][CH:13]=1.CCN(C(C)C)C(C)C, predict the reaction product. The product is: [Cl:11][C:12]1[S:16][C:15]([C:17]2[N:18]=[C:7]([OH:9])[C:3]3[CH2:4][S:5][CH2:6][C:2]=3[N:19]=2)=[CH:14][CH:13]=1. (5) Given the reactants [NH:1]1[C:5]2[CH:6]=[CH:7][C:8]([C:10]([OH:12])=O)=[CH:9][C:4]=2[N:3]=[N:2]1.Cl.[CH3:14][NH:15][O:16][CH3:17].CN(C(ON1N=NC2C=CC=CC1=2)=[N+](C)C)C.F[P-](F)(F)(F)(F)F.C(N(CC)CC)C, predict the reaction product. The product is: [CH3:17][O:16][N:15]([CH3:14])[C:10]([C:8]1[CH:7]=[CH:6][C:5]2[NH:1][N:2]=[N:3][C:4]=2[CH:9]=1)=[O:12]. (6) Given the reactants [OH:1][C:2]([CH3:18])([CH3:17])[CH2:3][O:4][C:5]1[CH:15]=[CH:14][C:8]([C:9]([O:11]CC)=[O:10])=[CH:7][C:6]=1[CH3:16].[OH-].[Na+], predict the reaction product. The product is: [OH:1][C:2]([CH3:18])([CH3:17])[CH2:3][O:4][C:5]1[CH:15]=[CH:14][C:8]([C:9]([OH:11])=[O:10])=[CH:7][C:6]=1[CH3:16]. (7) Given the reactants C(OC([NH:8][C@@H:9]([CH:41]([CH3:43])[CH3:42])[C:10]([O:12][CH:13]1[CH2:17][CH2:16][CH:15]([N:18]2[C:22]3[N:23]=[CH:24][N:25]=[C:26]([NH2:27])[C:21]=3[C:20]([C:28]3[CH:33]=[CH:32][C:31]([O:34][C:35]4[CH:40]=[CH:39][CH:38]=[CH:37][CH:36]=4)=[CH:30][CH:29]=3)=[CH:19]2)[CH2:14]1)=[O:11])=O)(C)(C)C.[ClH:44].C(OCC)C, predict the reaction product. The product is: [ClH:44].[NH2:8][C@@H:9]([CH:41]([CH3:43])[CH3:42])[C:10]([O:12][CH:13]1[CH2:17][CH2:16][CH:15]([N:18]2[C:22]3[N:23]=[CH:24][N:25]=[C:26]([NH2:27])[C:21]=3[C:20]([C:28]3[CH:33]=[CH:32][C:31]([O:34][C:35]4[CH:40]=[CH:39][CH:38]=[CH:37][CH:36]=4)=[CH:30][CH:29]=3)=[CH:19]2)[CH2:14]1)=[O:11]. (8) Given the reactants [CH3:1][O:2][C:3]1[CH:8]=[CH:7][C:6]([N:9]2[CH2:15][CH2:14][CH2:13][C:12](=O)[CH2:11][CH2:10]2)=[CH:5][CH:4]=1.[O:17]=[C:18]([NH:33][C@@H:34]1[CH2:38][CH2:37][NH:36][CH2:35]1)[CH2:19][NH:20][C:21](=[O:32])[C:22]1[CH:27]=[CH:26][CH:25]=[C:24]([C:28]([F:31])([F:30])[F:29])[CH:23]=1.C(O[BH-](OC(=O)C)OC(=O)C)(=O)C.[Na+].C([O-])(O)=O.[Na+], predict the reaction product. The product is: [CH3:1][O:2][C:3]1[CH:8]=[CH:7][C:6]([N:9]2[CH2:15][CH2:14][CH2:13][CH:12]([N:36]3[CH2:37][CH2:38][C@@H:34]([NH:33][C:18](=[O:17])[CH2:19][NH:20][C:21](=[O:32])[C:22]4[CH:27]=[CH:26][CH:25]=[C:24]([C:28]([F:29])([F:31])[F:30])[CH:23]=4)[CH2:35]3)[CH2:11][CH2:10]2)=[CH:5][CH:4]=1. (9) Given the reactants C([O:9][C@H:10]1[C@@H:19]([OH:20])[C@@H:18]([CH2:21][O:22]C(=O)C2C=CC=CC=2)[O:17][C@@H:12](SC(C)C)[C@@H:11]1[OH:31])(=O)C1C=CC=CC=1.[CH3:32][C@@H:33]1[CH2:61][O:60][C@@:36]2([O:40][C@H:39]3[CH2:41][C@H:42]4[C@@H:47]5[CH2:48][CH2:49][C@@H:50]6[CH2:55][C@@H:54]([OH:56])[CH2:53][CH2:52][C@:51]6([CH3:57])[C@H:46]5[CH2:45][CH2:44][C@:43]4([CH3:58])[C@H:38]3[C@@H:37]2[CH3:59])[CH2:35][CH2:34]1.C1C(=O)N(I)C(=O)C1.[Si](OS(C(F)(F)F)(=O)=O)(C(C)C)(C(C)C)C(C)C, predict the reaction product. The product is: [CH3:59][C@@H:37]1[C@:36]2([O:60][CH2:61][CH:33]([CH3:32])[CH2:34][CH2:35]2)[O:40][C@H:39]2[CH2:41][C@H:42]3[C@@H:47]4[CH2:48][CH2:49][C@@H:50]5[CH2:55][C@@H:54]([O:56][C@@H:12]6[O:17][C@H:18]([CH2:21][OH:22])[C@H:19]([OH:20])[C@H:10]([OH:9])[C@H:11]6[OH:31])[CH2:53][CH2:52][C@:51]5([CH3:57])[C@H:46]4[CH2:45][CH2:44][C@:43]3([CH3:58])[C@@H:38]12. (10) Given the reactants COC1C=CC(C[N:8]2[C:17](=[O:18])[C:16]3[C:11](=[CH:12][CH:13]=[C:14]([CH2:19][C:20]4[N:24]5[N:25]=[C:26]([C:29]6[CH:30]=[N:31][CH:32]=[CH:33][CH:34]=6)[CH:27]=[CH:28][C:23]5=[N:22][N:21]=4)[CH:15]=3)[N:10]=[CH:9]2)=CC=1.FC(F)(F)C(O)=O.C1(OC)C=CC=CC=1, predict the reaction product. The product is: [N:31]1[CH:32]=[CH:33][CH:34]=[C:29]([C:26]2[CH:27]=[CH:28][C:23]3[N:24]([C:20]([CH2:19][C:14]4[CH:15]=[C:16]5[C:11](=[CH:12][CH:13]=4)[N:10]=[CH:9][NH:8][C:17]5=[O:18])=[N:21][N:22]=3)[N:25]=2)[CH:30]=1.